From a dataset of Full USPTO retrosynthesis dataset with 1.9M reactions from patents (1976-2016). Predict the reactants needed to synthesize the given product. (1) Given the product [CH3:1][O:2][C:3]1[CH:8]=[CH:7][CH:6]=[CH:5][C:4]=1[C:9]1([C:12]([O:14][CH3:19])=[O:13])[CH2:10][CH2:11]1, predict the reactants needed to synthesize it. The reactants are: [CH3:1][O:2][C:3]1[CH:8]=[CH:7][CH:6]=[CH:5][C:4]=1[C:9]1([C:12]([OH:14])=[O:13])[CH2:11][CH2:10]1.S(Cl)(Cl)=O.[CH3:19]O. (2) Given the product [OH:8][C:9]1[C:14](=[O:15])[CH:13]=[CH:12][N:11]([C:16]2[CH:32]=[CH:31][C:19]3[NH:20][C:21]([C:23]4[CH:24]=[CH:25][C:26]([O:29][CH3:30])=[CH:27][CH:28]=4)=[N:22][C:18]=3[CH:17]=2)[CH:10]=1, predict the reactants needed to synthesize it. The reactants are: C([O:8][C:9]1[C:14](=[O:15])[CH:13]=[CH:12][N:11]([C:16]2[CH:32]=[CH:31][C:19]3[NH:20][C:21]([C:23]4[CH:28]=[CH:27][C:26]([O:29][CH3:30])=[CH:25][CH:24]=4)=[N:22][C:18]=3[CH:17]=2)[CH:10]=1)C1C=CC=CC=1. (3) Given the product [CH2:16]([O:18][CH2:19][CH2:20][O:21][C:22]1[CH:27]=[C:26]([CH3:28])[C:25]([C:29]2[CH:34]=[CH:33][CH:32]=[C:31]([CH2:35][NH:1][C:2]3[CH:7]=[CH:6][C:5]([CH2:8][CH2:9][C:10]([O:12][CH2:13][CH3:14])=[O:11])=[C:4]([F:15])[CH:3]=3)[CH:30]=2)=[C:24]([CH3:37])[CH:23]=1)[CH3:17], predict the reactants needed to synthesize it. The reactants are: [NH2:1][C:2]1[CH:7]=[CH:6][C:5]([CH2:8][CH2:9][C:10]([O:12][CH2:13][CH3:14])=[O:11])=[C:4]([F:15])[CH:3]=1.[CH2:16]([O:18][CH2:19][CH2:20][O:21][C:22]1[CH:27]=[C:26]([CH3:28])[C:25]([C:29]2[CH:34]=[CH:33][CH:32]=[C:31]([CH:35]=O)[CH:30]=2)=[C:24]([CH3:37])[CH:23]=1)[CH3:17]. (4) Given the product [N+:1]([C:4]1[CH:13]=[CH:12][C:7]([C:8]([NH:15][NH2:16])=[O:9])=[CH:6][CH:5]=1)([O-:3])=[O:2], predict the reactants needed to synthesize it. The reactants are: [N+:1]([C:4]1[CH:13]=[CH:12][C:7]([C:8](OC)=[O:9])=[CH:6][CH:5]=1)([O-:3])=[O:2].O.[NH2:15][NH2:16].